Dataset: Peptide-MHC class II binding affinity with 134,281 pairs from IEDB. Task: Regression. Given a peptide amino acid sequence and an MHC pseudo amino acid sequence, predict their binding affinity value. This is MHC class II binding data. (1) The peptide sequence is RVPLTSNNGIKQQGI. The MHC is HLA-DPA10201-DPB11401 with pseudo-sequence HLA-DPA10201-DPB11401. The binding affinity (normalized) is 0.140. (2) The peptide sequence is EKKYFAATWFEPLAA. The MHC is HLA-DPA10201-DPB11401 with pseudo-sequence HLA-DPA10201-DPB11401. The binding affinity (normalized) is 0.990. (3) The peptide sequence is SNGTGNIVSSVNMVSRL. The MHC is DRB3_0101 with pseudo-sequence DRB3_0101. The binding affinity (normalized) is 0.192. (4) The peptide sequence is GSDDIRKLLDSQNRR. The MHC is DRB1_0101 with pseudo-sequence DRB1_0101. The binding affinity (normalized) is 0.312. (5) The peptide sequence is QRPLVTIKIGGQLKE. The MHC is HLA-DPA10103-DPB10301 with pseudo-sequence HLA-DPA10103-DPB10301. The binding affinity (normalized) is 0.128. (6) The peptide sequence is ADKFLANVSTVLTGK. The MHC is DRB1_1302 with pseudo-sequence DRB1_1302. The binding affinity (normalized) is 0.878. (7) The peptide sequence is YEKVRSQLKNNAKEIGNGC. The MHC is DRB1_1101 with pseudo-sequence DRB1_1101. The binding affinity (normalized) is 0.298.